Dataset: Forward reaction prediction with 1.9M reactions from USPTO patents (1976-2016). Task: Predict the product of the given reaction. Given the reactants Br[C:2]1[N:3]=[C:4]2[C:10]([C:11]([NH:13][C:14]([CH3:18])([CH3:17])[CH2:15][OH:16])=[O:12])=[CH:9][N:8]([CH2:19][O:20][CH2:21][CH2:22][Si:23]([CH3:26])([CH3:25])[CH3:24])[C:5]2=[N:6][CH:7]=1.[I-].[Na+].CN[C@@H]1CCCC[C@H]1NC.[NH:39]1[C:47]2[C:42](=[CH:43][CH:44]=[CH:45][CH:46]=2)[CH:41]=[N:40]1.[O-]P([O-])([O-])=O.[K+].[K+].[K+], predict the reaction product. The product is: [OH:16][CH2:15][C:14]([NH:13][C:11]([C:10]1[C:4]2[C:5](=[N:6][CH:7]=[C:2]([N:39]3[C:47]4[C:42](=[CH:43][CH:44]=[CH:45][CH:46]=4)[CH:41]=[N:40]3)[N:3]=2)[N:8]([CH2:19][O:20][CH2:21][CH2:22][Si:23]([CH3:26])([CH3:25])[CH3:24])[CH:9]=1)=[O:12])([CH3:18])[CH3:17].